Task: Predict the reactants needed to synthesize the given product.. Dataset: Full USPTO retrosynthesis dataset with 1.9M reactions from patents (1976-2016) (1) Given the product [Br:1][C:2]1[CH:3]=[CH:4][C:5]([Cl:11])=[C:6]([CH2:7][C:17]2[S:16][C:15]([CH2:12][CH2:13][CH3:14])=[CH:19][CH:18]=2)[CH:10]=1, predict the reactants needed to synthesize it. The reactants are: [Br:1][C:2]1[CH:3]=[CH:4][C:5]([Cl:11])=[C:6]([CH:10]=1)[C:7](O)=O.[CH2:12]([C:15]1[S:16][CH:17]=[CH:18][CH:19]=1)[CH2:13][CH3:14]. (2) Given the product [Br:1][C:2]1[N:7]=[C:6]2[N:8]([CH:20]3[C:21]4[C:17](=[CH:16][C:15]([Br:14])=[CH:23][CH:22]=4)[CH2:18][CH2:19]3)[C:9]([CH2:11][CH3:12])=[N:10][C:5]2=[C:4]([CH3:13])[CH:3]=1, predict the reactants needed to synthesize it. The reactants are: [Br:1][C:2]1[N:7]=[C:6]2[N:8]=[C:9]([CH2:11][CH3:12])[NH:10][C:5]2=[C:4]([CH3:13])[CH:3]=1.[Br:14][C:15]1[CH:16]=[C:17]2[C:21](=[CH:22][CH:23]=1)[C@H:20](O)[CH2:19][CH2:18]2.P(CCCC)(CCCC)CCCC.CCOC(/N=N/C(OCC)=O)=O.C(N(C(C)C)CC)(C)C. (3) Given the product [CH3:20][CH:21]([C:2]1[N:3]=[N:4][CH:5]=[CH:6][C:7]=1[CH2:8][N:9]1[C:17](=[O:18])[C:16]2[C:11](=[CH:12][CH:13]=[CH:14][CH:15]=2)[C:10]1=[O:19])[CH3:25], predict the reactants needed to synthesize it. The reactants are: Cl[C:2]1[N:3]=[N:4][CH:5]=[CH:6][C:7]=1[CH2:8][N:9]1[C:17](=[O:18])[C:16]2[C:11](=[CH:12][CH:13]=[CH:14][CH:15]=2)[C:10]1=[O:19].[CH3:20][C:21]1(C)[C:25](C)(C)OB(C(C)=C)O1.C(=O)([O-])[O-].[Na+].[Na+]. (4) Given the product [Cl:24][C:18]1[CH:17]=[C:16]([CH2:15][CH2:14][C:5]2([CH:9]3[CH2:13][CH2:12][CH2:11][CH2:10]3)[O:4][C:3](=[O:25])[C:2]([S:37][C:34]3[NH:33][C:32]([C:28]4[CH:27]=[N:26][CH:31]=[CH:30][CH:29]=4)=[N:36][N:35]=3)=[C:7]([OH:8])[CH2:6]2)[CH:21]=[CH:20][C:19]=1[O:22][CH3:23], predict the reactants needed to synthesize it. The reactants are: Cl[CH:2]1[C:7](=[O:8])[CH2:6][C:5]([CH2:14][CH2:15][C:16]2[CH:21]=[CH:20][C:19]([O:22][CH3:23])=[C:18]([Cl:24])[CH:17]=2)([CH:9]2[CH2:13][CH2:12][CH2:11][CH2:10]2)[O:4][C:3]1=[O:25].[N:26]1[CH:31]=[CH:30][CH:29]=[C:28]([C:32]2[NH:33][C:34]([SH:37])=[N:35][N:36]=2)[CH:27]=1. (5) Given the product [Cl:1][C:2]1[CH:3]=[CH:4][C:5]([C:8]([CH:10]2[CH2:12][CH:11]2[C:13]#[N:14])([OH:9])[CH3:15])=[CH:6][CH:7]=1, predict the reactants needed to synthesize it. The reactants are: [Cl:1][C:2]1[CH:7]=[CH:6][C:5]([C:8]([CH:10]2[CH2:12][CH:11]2[C:13]#[N:14])=[O:9])=[CH:4][CH:3]=1.[CH3:15][Mg]Br. (6) The reactants are: Cl[C:2]1[N:7]=[C:6]([NH:8][C:9]2[CH:18]=[CH:17][CH:16]=[CH:15][C:10]=2[C:11]([NH:13][CH3:14])=[O:12])[C:5]([C:19]([F:22])([F:21])[F:20])=[CH:4][N:3]=1.[NH2:23][C:24]1[CH:38]=[CH:37][C:27]([CH2:28][P:29](=[O:36])([O:33][CH2:34][CH3:35])[O:30][CH2:31][CH3:32])=[CH:26][C:25]=1[O:39][CH3:40]. Given the product [CH3:40][O:39][C:25]1[CH:26]=[C:27]([CH:37]=[CH:38][C:24]=1[NH:23][C:2]1[N:7]=[C:6]([NH:8][C:9]2[CH:18]=[CH:17][CH:16]=[CH:15][C:10]=2[C:11](=[O:12])[NH:13][CH3:14])[C:5]([C:19]([F:22])([F:21])[F:20])=[CH:4][N:3]=1)[CH2:28][P:29](=[O:36])([O:33][CH2:34][CH3:35])[O:30][CH2:31][CH3:32], predict the reactants needed to synthesize it.